Task: Regression. Given a peptide amino acid sequence and an MHC pseudo amino acid sequence, predict their binding affinity value. This is MHC class I binding data.. Dataset: Peptide-MHC class I binding affinity with 185,985 pairs from IEDB/IMGT The peptide sequence is MEFNSLLAI. The MHC is HLA-B51:01 with pseudo-sequence HLA-B51:01. The binding affinity (normalized) is 0.0847.